From a dataset of Forward reaction prediction with 1.9M reactions from USPTO patents (1976-2016). Predict the product of the given reaction. (1) Given the reactants [CH3:1][O:2][C:3](=[O:16])[C:4]1[CH:9]=[C:8]([O:10][CH3:11])[CH:7]=[C:6]([CH2:12][CH:13]=[CH2:14])[C:5]=1[OH:15].[Li+].[Cl-], predict the reaction product. The product is: [CH3:1][O:2][C:3]([C:4]1[C:5]2[O:15][C:13]([CH3:14])=[CH:12][C:6]=2[CH:7]=[C:8]([O:10][CH3:11])[CH:9]=1)=[O:16]. (2) Given the reactants [C:1]([O:5][C:6]([N:8]1[CH2:13][C:12](=O)[N:11]([C:15]2[CH:20]=[CH:19][CH:18]=[C:17]([O:21][CH2:22][CH2:23][CH2:24][O:25][CH3:26])[CH:16]=2)[CH2:10][C:9]1([CH3:28])[CH3:27])=[O:7])([CH3:4])([CH3:3])[CH3:2].[OH-].[Na+].O, predict the reaction product. The product is: [C:1]([O:5][C:6]([N:8]1[CH2:13][CH2:12][N:11]([C:15]2[CH:20]=[CH:19][CH:18]=[C:17]([O:21][CH2:22][CH2:23][CH2:24][O:25][CH3:26])[CH:16]=2)[CH2:10][C:9]1([CH3:28])[CH3:27])=[O:7])([CH3:4])([CH3:3])[CH3:2]. (3) Given the reactants [CH3:1][O:2][C:3]1[CH:8]=[CH:7][C:6]([C:9]2[CH2:10][CH:11]([CH3:16])[C:12](=[O:15])[NH:13][N:14]=2)=[CH:5][CH:4]=1.CI.[C:19]([O-])([O-])=O.[Cs+].[Cs+], predict the reaction product. The product is: [CH3:1][O:2][C:3]1[CH:8]=[CH:7][C:6]([C:9]2[CH:10]=[C:11]([CH3:16])[C:12](=[O:15])[N:13]([CH3:19])[N:14]=2)=[CH:5][CH:4]=1.